This data is from Forward reaction prediction with 1.9M reactions from USPTO patents (1976-2016). The task is: Predict the product of the given reaction. (1) Given the reactants II.[BH4-].[Na+].[Cl:5][C:6]1[CH:11]=[CH:10][CH:9]=[CH:8][C:7]=1[CH2:12][C:13]([NH:15][CH3:16])=O.CO, predict the reaction product. The product is: [Cl:5][C:6]1[CH:11]=[CH:10][CH:9]=[CH:8][C:7]=1[CH2:12][CH2:13][NH:15][CH3:16]. (2) Given the reactants C[O:2][C:3]([C:5]1[C:6]([S:18][CH2:19][CH3:20])=[N:7][C:8]([N:12]2[CH2:17][CH2:16][O:15][CH2:14][CH2:13]2)=[N:9][C:10]=1[CH3:11])=[O:4].[OH-].[Na+], predict the reaction product. The product is: [CH2:19]([S:18][C:6]1[C:5]([C:3]([OH:4])=[O:2])=[C:10]([CH3:11])[N:9]=[C:8]([N:12]2[CH2:17][CH2:16][O:15][CH2:14][CH2:13]2)[N:7]=1)[CH3:20]. (3) Given the reactants [CH2:1]([N:3]([CH:28]1[CH2:33][CH2:32][NH:31][CH2:30][CH2:29]1)[C:4]1[C:19]2[CH2:18][CH:17]=[CH:16][CH2:15][CH2:14][C:13]3[CH:20]=[C:21]([CH3:26])[N:22]=[C:23]([O:24]C)[C:12]=3[CH2:11][NH:10][C:9](=[O:27])[C:8]=2[CH:7]=[CH:6][CH:5]=1)[CH3:2].[Si](OCC=O)(C(C)(C)C)(C)C.[CH3:45][C:46]([OH:48])=O.[BH3-]C#N.[Na+].Cl, predict the reaction product. The product is: [CH2:1]([N:3]([CH:28]1[CH2:33][CH2:32][N:31]([CH2:45][CH2:46][OH:48])[CH2:30][CH2:29]1)[C:4]1[C:19]2[CH2:18][CH:17]=[CH:16][CH2:15][CH2:14][C:13]3[CH:20]=[C:21]([CH3:26])[NH:22][C:23](=[O:24])[C:12]=3[CH2:11][NH:10][C:9](=[O:27])[C:8]=2[CH:7]=[CH:6][CH:5]=1)[CH3:2]. (4) Given the reactants [C:1]([CH2:9][C:10](=[O:17])[C:11]1[CH:16]=[CH:15][CH:14]=[CH:13][CH:12]=1)(=[O:8])[C:2]1C=CC=CC=1.[C:18]1(C(=O)CC(=O)C)C=CC=CC=1, predict the reaction product. The product is: [C:11]1([C:10](=[O:17])[CH:9]([CH3:18])[C:1](=[O:8])[CH3:2])[CH:12]=[CH:13][CH:14]=[CH:15][CH:16]=1. (5) Given the reactants C([O:3][C:4](=[O:38])[C:5]([CH3:37])([O:7][C:8]1[CH:13]=[CH:12][C:11]([O:14][CH:15]([C:19]2[C:20]([CH3:35])=[N:21][C:22]([C:25]3[CH:30]=[CH:29][C:28]([C:31]([F:34])([F:33])[F:32])=[CH:27][CH:26]=3)=[CH:23][CH:24]=2)[CH2:16][CH2:17][CH3:18])=[CH:10][C:9]=1[CH3:36])[CH3:6])C.ClC(C1C(C)=NC(C2C=CC(C(F)(F)F)=CC=2)=CC=1)CCC.ClCC1C(C)=NC(C2C=CC(C(F)(F)F)=CC=2)=CC=1, predict the reaction product. The product is: [CH3:6][C:5]([O:7][C:8]1[CH:13]=[CH:12][C:11]([O:14][CH:15]([C:19]2[C:20]([CH3:35])=[N:21][C:22]([C:25]3[CH:26]=[CH:27][C:28]([C:31]([F:32])([F:34])[F:33])=[CH:29][CH:30]=3)=[CH:23][CH:24]=2)[CH2:16][CH2:17][CH3:18])=[CH:10][C:9]=1[CH3:36])([CH3:37])[C:4]([OH:38])=[O:3]. (6) Given the reactants Cl[C:2]1[C:3]2[C:16]([C:17]3[CH:22]=[CH:21][CH:20]=[CH:19][CH:18]=3)=[CH:15][S:14][C:4]=2[N:5]=[C:6]([CH2:8][C:9]([O:11]CC)=[O:10])[N:7]=1.Cl.[CH3:24][O:25][CH2:26][CH:27]1[CH2:32][CH2:31][NH:30][CH2:29][CH2:28]1.C(N(CC)CC)C, predict the reaction product. The product is: [CH3:24][O:25][CH2:26][CH:27]1[CH2:32][CH2:31][N:30]([C:2]2[C:3]3[C:16]([C:17]4[CH:22]=[CH:21][CH:20]=[CH:19][CH:18]=4)=[CH:15][S:14][C:4]=3[N:5]=[C:6]([CH2:8][C:9]([OH:11])=[O:10])[N:7]=2)[CH2:29][CH2:28]1.